This data is from Forward reaction prediction with 1.9M reactions from USPTO patents (1976-2016). The task is: Predict the product of the given reaction. (1) Given the reactants C(OC([N:8]1[CH2:13][CH2:12][CH:11]([NH:14][CH2:15][CH:16]([OH:25])[C:17]2[CH:22]=[CH:21][N:20]=[C:19]([S:23][CH3:24])[N:18]=2)[CH2:10][CH2:9]1)=O)(C)(C)C.CCOC(C)=O.[ClH:32], predict the reaction product. The product is: [ClH:32].[ClH:32].[CH3:24][S:23][C:19]1[N:18]=[C:17]([CH:16]([OH:25])[CH2:15][NH:14][CH:11]2[CH2:10][CH2:9][NH:8][CH2:13][CH2:12]2)[CH:22]=[CH:21][N:20]=1. (2) Given the reactants C[O:2][CH2:3][C:4]([O:6][CH3:7])=O.[CH2:8]([O:15][C:16]1[CH:17]=[C:18]([Mg]Br)[CH:19]=[CH:20][CH:21]=1)[C:9]1[CH:14]=[CH:13][CH:12]=[CH:11][CH:10]=1, predict the reaction product. The product is: [CH2:8]([O:15][C:16]1[CH:21]=[C:20]([C:3](=[O:2])[CH2:4][O:6][CH3:7])[CH:19]=[CH:18][CH:17]=1)[C:9]1[CH:14]=[CH:13][CH:12]=[CH:11][CH:10]=1. (3) Given the reactants [NH2:1][C:2]1[N:7]=[CH:6][N:5]=[C:4]2[N:8]([CH2:12][C:13]3[N:14]([CH:25]([CH3:27])[CH3:26])[C:15](=[O:24])[C:16]4[C:21]([CH:22]=3)=[CH:20][CH:19]=[CH:18][C:17]=4[CH3:23])[N:9]=[C:10](I)[C:3]=12.CC1(C)C(C)(C)OB([C:36]2[CH:37]=[C:38]([OH:42])[CH:39]=[CH:40][CH:41]=2)O1.C1C=CC(P(C2C=CC=CC=2)C2C=CC=CC=2)=CC=1.C([O-])([O-])=O.[Na+].[Na+], predict the reaction product. The product is: [NH2:1][C:2]1[N:7]=[CH:6][N:5]=[C:4]2[N:8]([CH2:12][C:13]3[N:14]([CH:25]([CH3:27])[CH3:26])[C:15](=[O:24])[C:16]4[C:21]([CH:22]=3)=[CH:20][CH:19]=[CH:18][C:17]=4[CH3:23])[N:9]=[C:10]([C:36]3[CH:41]=[CH:40][CH:39]=[C:38]([OH:42])[CH:37]=3)[C:3]=12. (4) Given the reactants [CH3:1][O:2][C:3]1[CH:8]=[CH:7][C:6](/[CH:9]=[CH:10]/[N+:11]([O-:13])=[O:12])=[CH:5][CH:4]=1.[Li][C:15]1[CH:16]=[CH:17][CH:18]=[CH:19][CH:20]=1.CO.[NH4+].[Cl-], predict the reaction product. The product is: [CH3:1][O:2][C:3]1[CH:4]=[CH:5][C:6]([CH:9]([C:15]2[CH:16]=[CH:17][CH:18]=[CH:19][CH:20]=2)[CH2:10][N+:11]([O-:13])=[O:12])=[CH:7][CH:8]=1. (5) Given the reactants [CH3:1][O:2][C:3]1[CH:20]=[CH:19][C:6]([CH2:7][NH:8][C:9]2[N+:10]([O-])=[CH:11][CH:12]=[C:13]([N+:15]([O-:17])=[O:16])[CH:14]=2)=[CH:5][CH:4]=1.P(Cl)(Cl)Cl, predict the reaction product. The product is: [CH3:1][O:2][C:3]1[CH:4]=[CH:5][C:6]([CH2:7][NH:8][C:9]2[CH:14]=[C:13]([N+:15]([O-:17])=[O:16])[CH:12]=[CH:11][N:10]=2)=[CH:19][CH:20]=1.